This data is from Full USPTO retrosynthesis dataset with 1.9M reactions from patents (1976-2016). The task is: Predict the reactants needed to synthesize the given product. (1) Given the product [CH2:16]([O:23][C:24]([N:7]1[CH2:13][CH2:12][CH2:11][CH2:10][CH:9]([CH2:14][OH:15])[CH2:8]1)=[O:25])[C:17]1[CH:22]=[CH:21][CH:20]=[CH:19][CH:18]=1, predict the reactants needed to synthesize it. The reactants are: C(=O)([O-])[O-].[K+].[K+].[NH:7]1[CH2:13][CH2:12][CH2:11][CH2:10][CH:9]([CH2:14][OH:15])[CH2:8]1.[CH2:16]([O:23][C:24](Cl)=[O:25])[C:17]1[CH:22]=[CH:21][CH:20]=[CH:19][CH:18]=1. (2) Given the product [CH3:1][C:2]1[S:6][C:5]([CH:7]([NH2:15])[CH2:8][C:9]2[CH:10]=[CH:11][N:12]=[CH:13][CH:14]=2)=[CH:4][CH:3]=1, predict the reactants needed to synthesize it. The reactants are: [CH3:1][C:2]1[S:6][C:5]([CH:7]([NH:15]S(C(C)(C)C)=O)[CH2:8][C:9]2[CH:14]=[CH:13][N:12]=[CH:11][CH:10]=2)=[CH:4][CH:3]=1.Cl. (3) Given the product [Si:33]([O:40][C@H:41]1[CH2:52][C:51](=[O:53])[O:50][C@H:49](/[C:54](/[CH3:58])=[CH:55]/[CH:56]=[CH2:1])[C@@H:48]([CH3:59])[CH:47]=[CH:46][C@@H:45]2[O:60][CH:61]([C:63]3[CH:68]=[CH:67][CH:66]=[CH:65][CH:64]=3)[O:62][C@:44]2([CH3:69])[CH2:43][CH2:42]1)([C:36]([CH3:38])([CH3:37])[CH3:39])([CH3:35])[CH3:34], predict the reactants needed to synthesize it. The reactants are: [CH3:1]C(C)([O-])C.[K+].C1COCC1.[I-].C[P+](C1C=CC=CC=1)(C1C=CC=CC=1)C1C=CC=CC=1.[Si:33]([O:40][CH:41]1[CH2:52][C:51](=[O:53])[O:50][C@H:49](/[C:54](/[CH3:58])=[CH:55]/[CH:56]=O)[C@@H:48]([CH3:59])[CH:47]=[CH:46][C@@H:45]2[O:60][CH:61]([C:63]3[CH:68]=[CH:67][CH:66]=[CH:65][CH:64]=3)[O:62][C@:44]2([CH3:69])[CH2:43][CH2:42]1)([C:36]([CH3:39])([CH3:38])[CH3:37])([CH3:35])[CH3:34]. (4) Given the product [Cl:1][C:2]1[CH:3]=[C:4]([NH:24][C:22]2[CH:21]=[CH:20][CH:19]=[C:18]([N:14]3[CH2:15][CH2:16][CH2:17][CH:13]3[CH3:12])[N:23]=2)[C:5]2[N:6]([N:8]=[CH:9][N:10]=2)[CH:7]=1, predict the reactants needed to synthesize it. The reactants are: [Cl:1][C:2]1[CH:3]=[C:4](I)[C:5]2[N:6]([N:8]=[CH:9][N:10]=2)[CH:7]=1.[CH3:12][CH:13]1[CH2:17][CH2:16][CH2:15][N:14]1[C:18]1[N:23]=[C:22]([NH2:24])[CH:21]=[CH:20][CH:19]=1.CC(C1C=C(C(C)C)C(C2C=CC=CC=2P(C2CCCCC2)C2CCCCC2)=C(C(C)C)C=1)C.C([O-])([O-])=O.[Cs+].[Cs+]. (5) The reactants are: [Cl:1][C:2]1[CH:11]=[C:10]([CH:12]=O)[CH:9]=[CH:8][C:3]=1[C:4]([O:6][CH3:7])=[O:5].[C:14]1([C:20](=O)[CH2:21][C:22]2[CH:27]=[CH:26][CH:25]=[CH:24][CH:23]=2)[CH:19]=[CH:18][CH:17]=[CH:16][CH:15]=1.[NH2:29][C:30]([NH2:32])=[O:31].Cl.[CH2:34](O)C. Given the product [Cl:1][C:2]1[CH:11]=[C:10]([CH:12]2[C:21]([C:22]3[CH:27]=[CH:26][CH:25]=[CH:24][CH:23]=3)=[C:20]([C:14]3[CH:19]=[CH:18][CH:17]=[CH:16][CH:15]=3)[NH:32][C:30](=[O:31])[NH:29]2)[CH:9]=[CH:8][C:3]=1[C:4]([O:6][CH2:7][CH3:34])=[O:5], predict the reactants needed to synthesize it.